From a dataset of Reaction yield outcomes from USPTO patents with 853,638 reactions. Predict the reaction yield, written as a fraction of the theoretical maximum amount of product (1.0 means a 100% yield; for example, 0.34 means a 34% yield). (1) The reactants are [CH3:1][O:2][C:3]1[N:4]=[C:5]2[C:10](=[CH:11][CH:12]=1)[N:9]=[CH:8][CH:7]=[C:6]2[CH2:13][CH2:14][N:15]1[CH2:20][CH2:19][CH2:18][CH:17]([CH2:21][NH2:22])[CH2:16]1.[O-]S([O-])(=O)=O.[Na+].[Na+].[O:30]=[C:31]1[CH2:36][S:35][C:34]2[CH:37]=[CH:38][C:39]([CH:41]=O)=[N:40][C:33]=2[NH:32]1.[BH4-].[Na+]. The catalyst is CCO.C(Cl)Cl. The product is [CH3:1][O:2][C:3]1[N:4]=[C:5]2[C:10](=[CH:11][CH:12]=1)[N:9]=[CH:8][CH:7]=[C:6]2[CH2:13][CH2:14][N:15]1[CH2:20][CH2:19][CH2:18][CH:17]([CH2:21][NH:22][CH2:41][C:39]2[CH:38]=[CH:37][C:34]3[S:35][CH2:36][C:31](=[O:30])[NH:32][C:33]=3[N:40]=2)[CH2:16]1. The yield is 0.700. (2) The reactants are [CH3:1][C:2]1[C:7]([O:8][C:9]2[CH:14]=[CH:13][N:12]=[C:11]([NH:15][C:16](=[O:21])OC(C)=C)[CH:10]=2)=[CH:6][CH:5]=[C:4]([NH:22][C:23]([NH:25][C:26](=[O:31])[C:27]([CH3:30])([CH3:29])[CH3:28])=[O:24])[N:3]=1.[NH:32]1[CH2:37][CH2:36][O:35][CH2:34][CH2:33]1.CN1CCCC1. The catalyst is O1CCOCC1. The product is [CH3:1][C:2]1[C:7]([O:8][C:9]2[CH:14]=[CH:13][N:12]=[C:11]([NH:15][C:16]([N:32]3[CH2:37][CH2:36][O:35][CH2:34][CH2:33]3)=[O:21])[CH:10]=2)=[CH:6][CH:5]=[C:4]([NH:22][C:23]([NH:25][C:26](=[O:31])[C:27]([CH3:29])([CH3:30])[CH3:28])=[O:24])[N:3]=1. The yield is 0.120. (3) The reactants are Cl.[Cl:2][C:3]1[CH:4]=[C:5]2[C:9](=[CH:10][CH:11]=1)[NH:8][CH:7]=[C:6]2[CH2:12][CH2:13][NH2:14].[CH3:15][C:16]1[C:17]([C:27](Cl)=[O:28])=[N:18][N:19]([C:21]2[CH:26]=[CH:25][CH:24]=[CH:23][CH:22]=2)[N:20]=1.C(N(CC)CC)C.C(OCC)(=O)C. The catalyst is ClCCl. The product is [Cl:2][C:3]1[CH:4]=[C:5]2[C:9](=[CH:10][CH:11]=1)[NH:8][CH:7]=[C:6]2[CH2:12][CH2:13][NH:14][C:27]([C:17]1[C:16]([CH3:15])=[N:20][N:19]([C:21]2[CH:26]=[CH:25][CH:24]=[CH:23][CH:22]=2)[N:18]=1)=[O:28]. The yield is 0.620. (4) The reactants are [C:1]1([C:6]([O:8][C:9]2[C:10]([F:25])=[C:11]([C:19]3[CH:24]=[CH:23][CH:22]=[CH:21][CH:20]=3)[C:12]([CH3:18])=[C:13]([C:16]#[N:17])[C:14]=2[NH2:15])=O)[CH2:5][CH2:4][CH2:3][CH:2]=1.C1(C)C=CC(S([O-])(=O)=O)=CC=1.[NH+]1C=CC=CC=1. The catalyst is C1(C)C(C)=CC=CC=1. The product is [C:1]1([C:6]2[O:8][C:9]3[C:14](=[C:13]([C:16]#[N:17])[C:12]([CH3:18])=[C:11]([C:19]4[CH:24]=[CH:23][CH:22]=[CH:21][CH:20]=4)[C:10]=3[F:25])[N:15]=2)[CH2:5][CH2:4][CH2:3][CH:2]=1. The yield is 0.870. (5) The reactants are [CH:1]1([C:7]([OH:9])=O)[CH2:6][CH2:5][CH2:4][CH2:3][CH2:2]1.C1N=C[N:12](C(N2C=NC=C2)=O)C=1.[OH-].[NH4+]. The catalyst is CCOC(C)=O. The product is [CH:1]1([C:7]([NH2:12])=[O:9])[CH2:6][CH2:5][CH2:4][CH2:3][CH2:2]1. The yield is 1.12. (6) The reactants are FC1C=CC(C[N:7]2[CH:12]3[CH2:13][CH2:14][CH:8]2[C:9](=[O:15])[NH:10][CH2:11]3)=CC=1.[C:29]([O:28][C:26](O[C:26]([O:28][C:29]([CH3:32])([CH3:31])[CH3:30])=[O:27])=[O:27])([CH3:32])([CH3:31])[CH3:30].[H][H]. The catalyst is C(O)C.[OH-].[OH-].[Pd+2]. The product is [C:29]([O:28][C:26]([N:7]1[CH:12]2[CH2:13][CH2:14][CH:8]1[C:9](=[O:15])[NH:10][CH2:11]2)=[O:27])([CH3:30])([CH3:31])[CH3:32]. The yield is 0.840.